From a dataset of Forward reaction prediction with 1.9M reactions from USPTO patents (1976-2016). Predict the product of the given reaction. (1) The product is: [C:35]1([CH:28]([C:29]2[CH:30]=[CH:31][CH:32]=[CH:33][CH:34]=2)[CH2:27][NH:26][C:4]2[N:3]=[C:2]([N:53]3[CH:54]=[C:50]([N+:47]([O-:49])=[O:48])[N:51]=[CH:52]3)[N:10]=[C:9]3[C:5]=2[N:6]=[CH:7][N:8]3[C@@H:11]2[CH2:15][C@H:14]([NH:16][C:17](=[O:18])[CH2:19][OH:20])[C@@H:13]([OH:24])[C@H:12]2[OH:25])[CH:36]=[CH:37][CH:38]=[CH:39][CH:40]=1. Given the reactants Cl[C:2]1[N:10]=[C:9]2[C:5]([N:6]=[CH:7][N:8]2[C@@H:11]2[CH2:15][C@H:14]([NH:16][C:17]([CH2:19][O:20]C(=O)C)=[O:18])[C@@H:13]([OH:24])[C@H:12]2[OH:25])=[C:4]([NH:26][CH2:27][CH:28]([C:35]2[CH:40]=[CH:39][CH:38]=[CH:37][CH:36]=2)[C:29]2[CH:34]=[CH:33][CH:32]=[CH:31][CH:30]=2)[N:3]=1.C(=O)([O-])[O-].[K+].[K+].[N+:47]([C:50]1[N:51]=[CH:52][NH:53][CH:54]=1)([O-:49])=[O:48], predict the reaction product. (2) The product is: [Cl:20][C:17]1[CH:16]=[CH:15][C:14]([C@@H:12]([N:8]2[C:7](=[O:21])[CH:6]3[CH2:22][O:23][CH2:24][CH2:25][N:5]3[C:4]3[N:3]=[C:2]([C:30]4[CH:31]=[CH:32][CH:33]=[C:34]5[C:29]=4[CH:28]=[CH:27][NH:26]5)[N:11]=[CH:10][C:9]2=3)[CH3:13])=[CH:19][CH:18]=1. Given the reactants Cl[C:2]1[N:11]=[CH:10][C:9]2[N:8]([C@H:12]([C:14]3[CH:19]=[CH:18][C:17]([Cl:20])=[CH:16][CH:15]=3)[CH3:13])[C:7](=[O:21])[C@@H:6]3[CH2:22][O:23][CH2:24][CH2:25][N:5]3[C:4]=2[N:3]=1.[NH:26]1[C:34]2[C:29](=[C:30](B(O)O)[CH:31]=[CH:32][CH:33]=2)[CH:28]=[CH:27]1, predict the reaction product. (3) Given the reactants C([O:3][C:4](=[O:24])[CH:5]([C:9]1[C:14]([F:15])=[CH:13][C:12]([C:16](=[O:22])[NH:17][CH2:18][CH:19]([CH3:21])[CH3:20])=[CH:11][C:10]=1[F:23])[O:6][CH2:7][CH3:8])C.CO.O.O[Li].O, predict the reaction product. The product is: [F:15][C:14]1[CH:13]=[C:12]([C:16](=[O:22])[NH:17][CH2:18][CH:19]([CH3:21])[CH3:20])[CH:11]=[C:10]([F:23])[C:9]=1[CH:5]([O:6][CH2:7][CH3:8])[C:4]([OH:24])=[O:3]. (4) The product is: [Br:13][C:14]1[CH:19]=[CH:18][C:17]([Cl:20])=[CH:16][C:15]=1[CH2:21][N:4]1[N:5]=[N:6][C:2]([CH3:1])=[N:3]1. Given the reactants [CH3:1][C:2]1[N:3]=[N:4][NH:5][N:6]=1.C(=O)([O-])[O-].[K+].[K+].[Br:13][C:14]1[CH:19]=[CH:18][C:17]([Cl:20])=[CH:16][C:15]=1[CH2:21]Br, predict the reaction product. (5) The product is: [Cl:1][C:2]1[C:11]2[C:6](=[CH:7][CH:8]=[C:9]([I:12])[CH:10]=2)[N:5]=[C:4]([O:13][CH3:14])[C:3]=1[CH2:15][C:39]1[CH:38]=[CH:43][CH:42]=[CH:41][C:40]=1[C:44]([F:47])([F:46])[F:45]. Given the reactants [Cl:1][C:2]1[C:11]2[C:6](=[CH:7][CH:8]=[C:9]([I:12])[CH:10]=2)[N:5]=[C:4]([O:13][CH3:14])[C:3]=1[CH2:15]C1C=CC=C(C(F)(F)F)C=1.ClC1C(C[C:38]2[CH:43]=[CH:42][CH:41]=[C:40]([C:44]([F:47])([F:46])[F:45])[CH:39]=2)=C(Cl)C2C(=CC=C(I)C=2)N=1, predict the reaction product. (6) Given the reactants [F:1][C:2]([F:28])([F:27])[C:3]1[CH:26]=[CH:25][CH:24]=[CH:23][C:4]=1[C:5]([N:7]1[CH2:11][C:10]2[CH2:12][N:13]([C:15]3[S:16][C:17]([C:20](O)=[O:21])=[CH:18][N:19]=3)[CH2:14][C:9]=2[CH2:8]1)=[O:6].[Li].Cl.[CH:31]1([CH2:34][CH2:35][NH2:36])[CH2:33][CH2:32]1.C(N(CC)CC)C.CN(C(ON1N=NC2C=CC=NC1=2)=[N+](C)C)C.F[P-](F)(F)(F)(F)F, predict the reaction product. The product is: [CH:31]1([CH2:34][CH2:35][NH:36][C:20]([C:17]2[S:16][C:15]([N:13]3[CH2:14][C:9]4[CH2:8][N:7]([C:5](=[O:6])[C:4]5[CH:23]=[CH:24][CH:25]=[CH:26][C:3]=5[C:2]([F:28])([F:1])[F:27])[CH2:11][C:10]=4[CH2:12]3)=[N:19][CH:18]=2)=[O:21])[CH2:33][CH2:32]1. (7) Given the reactants Br[C:2]1[C:11]2[CH2:10][C:9]([CH3:13])([CH3:12])[CH2:8][NH:7][C:6](=[O:14])[C:5]=2[S:4][C:3]=1[N:15]1[CH2:20][CH2:19][O:18][CH2:17][CH2:16]1.[C:21]1(B(O)O)[CH:26]=[CH:25][CH:24]=[CH:23][CH:22]=1.C1(P(C2C=CC=CC=2)CCCP(C2C=CC=CC=2)C2C=CC=CC=2)C=CC=CC=1.[O-]P([O-])([O-])=O.[K+].[K+].[K+], predict the reaction product. The product is: [CH3:12][C:9]1([CH3:13])[CH2:8][NH:7][C:6](=[O:14])[C:5]2[S:4][C:3]([N:15]3[CH2:20][CH2:19][O:18][CH2:17][CH2:16]3)=[C:2]([C:21]3[CH:26]=[CH:25][CH:24]=[CH:23][CH:22]=3)[C:11]=2[CH2:10]1.